This data is from Full USPTO retrosynthesis dataset with 1.9M reactions from patents (1976-2016). The task is: Predict the reactants needed to synthesize the given product. (1) The reactants are: [F:1][C:2]([F:44])([F:43])[C:3]1[CH:4]=[C:5]([CH:36]=[C:37]([C:39]([F:42])([F:41])[F:40])[CH:38]=1)[CH2:6][N:7]([C@H:21]1[CH2:25][C@@H:24]([CH2:26][CH3:27])[N:23]([C:28]2[C:33]([Cl:34])=[CH:32][N:31]=[C:30](Cl)[N:29]=2)[CH2:22]1)[C:8]1[N:13]=[CH:12][C:11]([N:14]2[CH2:18][CH2:17][N:16]([CH3:19])[C:15]2=[O:20])=[CH:10][N:9]=1.[NH:45]1[CH2:50][CH2:49][CH:48]([OH:51])[CH2:47][CH2:46]1. Given the product [F:1][C:2]([F:44])([F:43])[C:3]1[CH:4]=[C:5]([CH:36]=[C:37]([C:39]([F:40])([F:42])[F:41])[CH:38]=1)[CH2:6][N:7]([C@H:21]1[CH2:25][C@@H:24]([CH2:26][CH3:27])[N:23]([C:28]2[C:33]([Cl:34])=[CH:32][N:31]=[C:30]([N:45]3[CH2:50][CH2:49][CH:48]([OH:51])[CH2:47][CH2:46]3)[N:29]=2)[CH2:22]1)[C:8]1[N:13]=[CH:12][C:11]([N:14]2[CH2:18][CH2:17][N:16]([CH3:19])[C:15]2=[O:20])=[CH:10][N:9]=1, predict the reactants needed to synthesize it. (2) Given the product [NH2:29][C@H:25]1[CH2:26][CH2:27][CH2:28][N:23]([C:2]2[CH:11]=[CH:10][C:9]3[C:4](=[CH:5][CH:6]=[C:7]([Cl:22])[C:8]=3[NH:12][C:13](=[O:21])[CH2:14][CH:15]3[CH2:20][CH2:19][CH2:18][CH2:17][CH2:16]3)[N:3]=2)[CH2:24]1, predict the reactants needed to synthesize it. The reactants are: Cl[C:2]1[CH:11]=[CH:10][C:9]2[C:4](=[CH:5][CH:6]=[C:7]([Cl:22])[C:8]=2[NH:12][C:13](=[O:21])[CH2:14][CH:15]2[CH2:20][CH2:19][CH2:18][CH2:17][CH2:16]2)[N:3]=1.[NH:23]1[CH2:28][CH2:27][CH2:26][C@H:25]([NH2:29])[CH2:24]1.C(N(CC)CC)C. (3) Given the product [C:57]([O:56][C:55]([NH:54][C:50]([CH3:53])([CH3:51])[CH:49]=[C:42]([C:43]#[N:44])[C:41]([N:37]1[CH2:38][CH2:39][CH2:40][CH:35]([N:22]2[C:21]3[CH:46]=[CH:47][C:18]([CH2:17][N:10]([C@@H:11]([CH3:12])[C:13]([CH3:15])([CH3:16])[CH3:14])[C:9](=[O:48])[O:8][CH2:1][C:2]4[CH:7]=[CH:6][CH:5]=[CH:4][CH:3]=4)=[CH:19][C:20]=3[N:24]=[C:23]2[NH:25][C:26](=[O:34])[C:27]2[CH:28]=[CH:29][C:30]([Cl:33])=[CH:31][CH:32]=2)[CH2:36]1)=[O:45])=[O:61])([CH3:60])([CH3:59])[CH3:58], predict the reactants needed to synthesize it. The reactants are: [CH2:1]([O:8][C:9](=[O:48])[N:10]([CH2:17][C:18]1[CH:47]=[CH:46][C:21]2[N:22]([CH:35]3[CH2:40][CH2:39][CH2:38][N:37]([C:41](=[O:45])[CH2:42][C:43]#[N:44])[CH2:36]3)[C:23]([NH:25][C:26](=[O:34])[C:27]3[CH:32]=[CH:31][C:30]([Cl:33])=[CH:29][CH:28]=3)=[N:24][C:20]=2[CH:19]=1)[C@H:11]([C:13]([CH3:16])([CH3:15])[CH3:14])[CH3:12])[C:2]1[CH:7]=[CH:6][CH:5]=[CH:4][CH:3]=1.[CH3:49][C:50]([NH:54][C:55](=[O:61])[O:56][C:57]([CH3:60])([CH3:59])[CH3:58])([CH3:53])[CH:51]=O.N1CCCCC1. (4) Given the product [NH2:12][C:5]1[CH:6]=[CH:7][CH:8]=[C:9]2[C:4]=1[CH:3]=[C:2]([Br:1])[CH:11]=[CH:10]2, predict the reactants needed to synthesize it. The reactants are: [Br:1][C:2]1[CH:11]=[CH:10][C:9]2[C:4](=[C:5]([N+:12]([O-])=O)[CH:6]=[CH:7][CH:8]=2)[CH:3]=1. (5) Given the product [F:28][C:3]1[C:2]([N:34]2[CH2:35][CH2:36][CH:32]([C:31]([F:38])([F:37])[F:30])[CH2:33]2)=[CH:7][CH:6]=[CH:5][C:4]=1[N:8]1[CH:13]=[C:12]([O:14][CH3:15])[C:11](=[O:16])[C:10]([C:17]2[N:21]([C:22]3[CH:27]=[CH:26][CH:25]=[CH:24][CH:23]=3)[N:20]=[CH:19][CH:18]=2)=[N:9]1, predict the reactants needed to synthesize it. The reactants are: Br[C:2]1[C:3]([F:28])=[C:4]([N:8]2[CH:13]=[C:12]([O:14][CH3:15])[C:11](=[O:16])[C:10]([C:17]3[N:21]([C:22]4[CH:27]=[CH:26][CH:25]=[CH:24][CH:23]=4)[N:20]=[CH:19][CH:18]=3)=[N:9]2)[CH:5]=[CH:6][CH:7]=1.Cl.[F:30][C:31]([F:38])([F:37])[CH:32]1[CH2:36][CH2:35][NH:34][CH2:33]1.O(C(C)(C)C)[Na].CC1(C)C2C(=C(P(C3C=CC=CC=3)C3C=CC=CC=3)C=CC=2)OC2C(P(C3C=CC=CC=3)C3C=CC=CC=3)=CC=CC1=2. (6) Given the product [N:1]1([C:6]2[CH:7]=[CH:8][C:9]([C:12]3[N:16]([C:17]4[CH:22]=[CH:21][C:20]([C:23]#[N:24])=[CH:19][C:18]=4[CH3:26])[C:15]([CH2:27][CH2:28][C:29]([O:31][CH2:32][CH3:33])=[O:30])=[CH:14][CH:13]=3)=[CH:10][CH:11]=2)[CH:5]=[CH:4][N:3]=[CH:2]1, predict the reactants needed to synthesize it. The reactants are: [N:1]1([C:6]2[CH:11]=[CH:10][C:9]([C:12]3[N:16]([C:17]4[CH:22]=[CH:21][C:20]([C:23](=O)[NH2:24])=[CH:19][C:18]=4[CH3:26])[C:15]([CH2:27][CH2:28][C:29]([O:31][CH2:32][CH3:33])=[O:30])=[CH:14][CH:13]=3)=[CH:8][CH:7]=2)[CH:5]=[CH:4][N:3]=[CH:2]1.O=P(Cl)(Cl)Cl.C([O-])([O-])=O.[Na+].[Na+]. (7) Given the product [Cl:6][C:7]1[CH:12]=[CH:11][N:10]=[C:9]2[CH:13]=[C:14]([C:16]3[N:17]([CH3:21])[C:18]([C:23]([OH:24])([CH3:25])[CH3:22])=[N:19][CH:20]=3)[S:15][C:8]=12, predict the reactants needed to synthesize it. The reactants are: C([Li])CCC.[Cl:6][C:7]1[CH:12]=[CH:11][N:10]=[C:9]2[CH:13]=[C:14]([C:16]3[N:17]([CH3:21])[CH:18]=[N:19][CH:20]=3)[S:15][C:8]=12.[CH3:22][C:23]([CH3:25])=[O:24].